From a dataset of Full USPTO retrosynthesis dataset with 1.9M reactions from patents (1976-2016). Predict the reactants needed to synthesize the given product. (1) The reactants are: [CH:1]1([N:5]2[CH2:11][CH2:10][CH2:9][N:8]([C:12]([C@@H:14]3[CH2:18][C@H:17]([O:19][C:20]4[CH:25]=[CH:24][C:23]([F:26])=[CH:22][CH:21]=4)[CH2:16][NH:15]3)=[O:13])[CH2:7][CH2:6]2)[CH2:4][CH2:3][CH2:2]1.[CH2:27]=O.[Na]. Given the product [CH3:27][N:15]1[CH2:16][C@@H:17]([O:19][C:20]2[CH:21]=[CH:22][C:23]([F:26])=[CH:24][CH:25]=2)[CH2:18][C@H:14]1[C:12]([N:8]1[CH2:9][CH2:10][CH2:11][N:5]([CH:1]2[CH2:2][CH2:3][CH2:4]2)[CH2:6][CH2:7]1)=[O:13], predict the reactants needed to synthesize it. (2) Given the product [Br:1][C:2]1[CH:7]=[CH:6][C:5]([N:8]2[C:16]([C:17]#[N:18])=[C:15]3[C:10]([CH:11]=[C:12]([N+:22]([O-:24])=[O:23])[C:13]([CH:19]4[CH2:21][CH2:20]4)=[CH:14]3)=[N:9]2)=[CH:4][CH:3]=1, predict the reactants needed to synthesize it. The reactants are: [Br:1][C:2]1[CH:7]=[CH:6][C:5]([N:8]2[C:16]([C:17]#[N:18])=[C:15]3[C:10]([CH:11]=[C:12]([N+:22]([O-:24])=[O:23])[C:13]([CH:19]4[CH2:21][CH2:20]4)=[CH:14]3)=[N+:9]2[O-])=[CH:4][CH:3]=1.P(Cl)(Cl)Cl.C(O)C. (3) Given the product [CH3:32][N:31]1[CH:25]2[CH2:26][CH2:27][CH2:28][CH:29]1[CH2:30][CH:23]([NH:22][C:17]([C:15]1[CH:16]=[C:2]([Cl:1])[CH:3]=[C:4]3[O:8][C:7]([C:9]4[S:10][CH:11]=[CH:12][C:13]=4[Cl:14])=[N:6][C:5]=13)=[O:19])[CH2:24]2, predict the reactants needed to synthesize it. The reactants are: [Cl:1][C:2]1[CH:3]=[C:4]2[O:8][C:7]([C:9]3[S:10][CH:11]=[CH:12][C:13]=3[Cl:14])=[N:6][C:5]2=[C:15]([C:17]([OH:19])=O)[CH:16]=1.Cl.Cl.[NH2:22][CH:23]1[CH2:30][CH:29]2[N:31]([CH3:32])[CH:25]([CH2:26][CH2:27][CH2:28]2)[CH2:24]1.Cl.C(N=C=NCCCN(C)C)C.ON1C2C=CC=CC=2N=N1.C(N(CC)CC)C. (4) Given the product [C:1]1([CH:7]([C:18]2[CH:19]=[C:20]([CH3:24])[CH:21]=[CH:22][CH:23]=2)[CH:8]2[CH2:12][CH2:11][N:10]([CH2:13][C:14]([OH:16])=[O:15])[CH2:9]2)[CH:2]=[CH:3][CH:4]=[CH:5][CH:6]=1, predict the reactants needed to synthesize it. The reactants are: [C:1]1([CH:7]([C:18]2[CH:19]=[C:20]([CH3:24])[CH:21]=[CH:22][CH:23]=2)[CH:8]2[CH2:12][CH2:11][N:10]([CH2:13][C:14]([O:16]C)=[O:15])[CH2:9]2)[CH:6]=[CH:5][CH:4]=[CH:3][CH:2]=1.[OH-].[Li+]. (5) Given the product [NH2:45][C@H:46]([C:50]([NH:52][C@H:53]([C:17]([N:1]1[CH2:16][CH2:15][CH2:14][C@H:2]1[C:3]([NH:5][CH2:6][C:7]([O:9][C:10]([CH3:11])([CH3:12])[CH3:13])=[O:8])=[O:4])=[O:19])[CH2:54][CH2:55][C:56](=[O:58])[NH2:57])=[O:51])[CH:47]([CH3:49])[CH3:48], predict the reactants needed to synthesize it. The reactants are: [N:1]1([C:17]([O:19]CC2C=CC=CC=2)=O)[CH2:16][CH2:15][CH2:14][C@H:2]1[C:3]([NH:5][CH2:6][C:7]([O:9][C:10]([CH3:13])([CH3:12])[CH3:11])=[O:8])=[O:4].[H][H].N1CCC[C@H]1C(NCC(OC(C)(C)C)=O)=O.[NH:45](C(OCC1C=CC=CC=1)=O)[C@H:46]([C:50]([NH:52][C@H:53](C(O)=O)[CH2:54][CH2:55][C:56](=[O:58])[NH2:57])=[O:51])[CH:47]([CH3:49])[CH3:48].N1C=CC=CC=1.C(Cl)(C(C)(C)C)=O. (6) The reactants are: [C:1]([C:3]1[CH:4]=[C:5]([CH:27]=[CH:28][C:29]=1[CH3:30])[C:6]([NH:8][C:9]1[CH:14]=[CH:13][C:12]([CH2:15][N:16]2[CH2:21][CH2:20][N:19]([CH3:22])[CH2:18][CH2:17]2)=[C:11]([C:23]([F:26])([F:25])[F:24])[CH:10]=1)=[O:7])#[CH:2].Br[C:32]1[CH:41]=[CH:40][CH:39]=[C:38]2[C:33]=1[CH:34]=[N:35][CH:36]=[N:37]2. Given the product [N:37]1[C:38]2[C:33](=[C:32]([C:2]#[C:1][C:3]3[CH:4]=[C:5]([CH:27]=[CH:28][C:29]=3[CH3:30])[C:6]([NH:8][C:9]3[CH:14]=[CH:13][C:12]([CH2:15][N:16]4[CH2:17][CH2:18][N:19]([CH3:22])[CH2:20][CH2:21]4)=[C:11]([C:23]([F:25])([F:24])[F:26])[CH:10]=3)=[O:7])[CH:41]=[CH:40][CH:39]=2)[CH:34]=[N:35][CH:36]=1, predict the reactants needed to synthesize it. (7) Given the product [NH2:2][C:1](=[N:20][OH:21])[CH2:3][C:4]1[CH:13]=[CH:12][C:7]([C:8]([O:10][CH3:11])=[O:9])=[CH:6][CH:5]=1, predict the reactants needed to synthesize it. The reactants are: [C:1]([CH2:3][C:4]1[CH:13]=[CH:12][C:7]([C:8]([O:10][CH3:11])=[O:9])=[CH:6][CH:5]=1)#[N:2].C(=O)([O-])O.[Na+].Cl.[NH2:20][OH:21].